From a dataset of Full USPTO retrosynthesis dataset with 1.9M reactions from patents (1976-2016). Predict the reactants needed to synthesize the given product. (1) Given the product [CH2:27]([O:26][C:24](=[O:25])[CH2:23][CH2:22][CH2:21][S:9][C:7]1[NH:8][C:4]2[CH:3]=[C:2]([F:1])[C:11]([F:12])=[CH:10][C:5]=2[N:6]=1)[CH3:28], predict the reactants needed to synthesize it. The reactants are: [F:1][C:2]1[C:11]([F:12])=[CH:10][C:5]2[N:6]=[C:7]([SH:9])[NH:8][C:4]=2[CH:3]=1.C(N(CC)CC)C.Br[CH2:21][CH2:22][CH2:23][C:24]([O:26][CH2:27][CH3:28])=[O:25].O. (2) Given the product [N:23]1[CH:24]=[CH:25][CH:26]=[C:21]([C:20]2[O:1][N:2]=[C:3]([N:5]3[CH2:6][CH2:7][N:8]([C:11]([O:13][C:14]([CH3:17])([CH3:16])[CH3:15])=[O:12])[CH2:9][CH2:10]3)[N:4]=2)[CH:22]=1, predict the reactants needed to synthesize it. The reactants are: [OH:1][NH:2][C:3]([N:5]1[CH2:10][CH2:9][N:8]([C:11]([O:13][C:14]([CH3:17])([CH3:16])[CH3:15])=[O:12])[CH2:7][CH2:6]1)=[NH:4].[H-].[Na+].[C:20](OC)(=O)[C:21]1[CH:26]=[CH:25][CH:24]=[N:23][CH:22]=1. (3) Given the product [Cl:8][C:6]1[CH:7]=[C:2]([N:23]2[CH2:24][CH2:25][C:20]([F:26])([F:19])[CH2:21][CH2:22]2)[N:3]=[CH:4][N:5]=1, predict the reactants needed to synthesize it. The reactants are: Cl[C:2]1[CH:7]=[C:6]([Cl:8])[N:5]=[CH:4][N:3]=1.CCN(C(C)C)C(C)C.Cl.[F:19][C:20]1([F:26])[CH2:25][CH2:24][NH:23][CH2:22][CH2:21]1. (4) The reactants are: C([O:3][C:4]([C:6]1[S:10][C:9]([NH:11][C:12]([C:14]2[CH:19]=[CH:18][N:17]=[CH:16][CH:15]=2)=[O:13])=[N:8][C:7]=1[C:20]1[O:21][CH:22]=[CH:23][CH:24]=1)=[O:5])C.[Na].[OH-].Cl. Given the product [C:4]([C:6]1[S:10][C:9]([NH:11][C:12]([C:14]2[CH:15]=[CH:16][N:17]=[CH:18][CH:19]=2)=[O:13])=[N:8][C:7]=1[C:20]1[O:21][CH:22]=[CH:23][CH:24]=1)([OH:5])=[O:3], predict the reactants needed to synthesize it. (5) Given the product [F:39][C:27]([F:26])([F:38])[C:28]1[CH:29]=[C:30]([S:34]([NH:1][CH2:2][CH2:3][C:4]2[CH:5]=[CH:6][C:7]([C:10]3[CH:15]=[CH:14][C:13]([CH:16]([CH3:25])[CH2:17][NH:18][S:19]([CH:22]([CH3:24])[CH3:23])(=[O:21])=[O:20])=[CH:12][CH:11]=3)=[CH:8][CH:9]=2)(=[O:35])=[O:36])[CH:31]=[CH:32][CH:33]=1, predict the reactants needed to synthesize it. The reactants are: [NH2:1][CH2:2][CH2:3][C:4]1[CH:9]=[CH:8][C:7]([C:10]2[CH:15]=[CH:14][C:13]([CH:16]([CH3:25])[CH2:17][NH:18][S:19]([CH:22]([CH3:24])[CH3:23])(=[O:21])=[O:20])=[CH:12][CH:11]=2)=[CH:6][CH:5]=1.[F:26][C:27]([F:39])([F:38])[C:28]1[CH:29]=[C:30]([S:34](Cl)(=[O:36])=[O:35])[CH:31]=[CH:32][CH:33]=1. (6) Given the product [C:16]([O:20][C:21](=[O:44])[N:22]([CH2:27][C:28]1[CH:29]=[N:30][C:31]([C:34]2[S:42][C:41]3[C:36](=[N:37][CH:38]=[CH:39][C:40]=3[O:8][C:5]3[CH:6]=[CH:7][C:2]([NH2:1])=[CH:3][C:4]=3[F:9])[CH:35]=2)=[CH:32][CH:33]=1)[CH2:23][CH2:24][O:25][CH3:26])([CH3:19])([CH3:17])[CH3:18], predict the reactants needed to synthesize it. The reactants are: [NH2:1][C:2]1[CH:7]=[CH:6][C:5]([OH:8])=[C:4]([F:9])[CH:3]=1.CC(C)([O-])C.[K+].[C:16]([O:20][C:21](=[O:44])[N:22]([CH2:27][C:28]1[CH:29]=[N:30][C:31]([C:34]2[S:42][C:41]3[C:36](=[N:37][CH:38]=[CH:39][C:40]=3Cl)[CH:35]=2)=[CH:32][CH:33]=1)[CH2:23][CH2:24][O:25][CH3:26])([CH3:19])([CH3:18])[CH3:17]. (7) Given the product [C:20]([O:19][C:17]([N:15]1[CH2:16][CH:9]2[CH:10]([O:11][CH2:12][CH2:13][N:8]2[CH3:1])[CH2:14]1)=[O:18])([CH3:23])([CH3:22])[CH3:21], predict the reactants needed to synthesize it. The reactants are: [CH2:1]([N:8]1[CH2:13][CH2:12][O:11][CH:10]2[CH2:14][N:15]([C:17]([O:19][C:20]([CH3:23])([CH3:22])[CH3:21])=[O:18])[CH2:16][CH:9]12)C1C=CC=CC=1.C=O. (8) Given the product [C:2]([O:6][C:7]([N:9]1[CH2:10][CH2:11][CH:12]([CH2:15][CH:16]=[CH:54][CH:53]([NH:56][C:57]([C:70]2[CH:75]=[CH:74][CH:73]=[CH:72][CH:71]=2)([C:58]2[CH:59]=[CH:60][CH:61]=[CH:62][CH:63]=2)[C:64]2[CH:65]=[CH:66][CH:67]=[CH:68][CH:69]=2)[CH2:52][C:46]2[CH:47]=[CH:48][CH:49]=[CH:50][CH:51]=2)[CH2:13][CH2:14]1)=[O:8])([CH3:3])([CH3:4])[CH3:5], predict the reactants needed to synthesize it. The reactants are: [I-].[C:2]([O:6][C:7]([N:9]1[CH2:14][CH2:13][CH:12]([CH2:15][CH2:16][P+](C2C=CC=CC=2)(C2C=CC=CC=2)C2C=CC=CC=2)[CH2:11][CH2:10]1)=[O:8])([CH3:5])([CH3:4])[CH3:3].C[Si]([N-][Si](C)(C)C)(C)C.[Na+].[C:46]1([CH2:52][CH:53]([NH:56][C:57]([C:70]2[CH:75]=[CH:74][CH:73]=[CH:72][CH:71]=2)([C:64]2[CH:69]=[CH:68][CH:67]=[CH:66][CH:65]=2)[C:58]2[CH:63]=[CH:62][CH:61]=[CH:60][CH:59]=2)[CH:54]=O)[CH:51]=[CH:50][CH:49]=[CH:48][CH:47]=1.CCOCC.